This data is from Catalyst prediction with 721,799 reactions and 888 catalyst types from USPTO. The task is: Predict which catalyst facilitates the given reaction. Reactant: [H-].[Na+].CI.[Cl:5][C:6]1[CH:11]=[CH:10][N:9]=[C:8]2[CH:12]=[C:13]([C:15]([N:17]3[CH2:21][CH2:20][CH:19]([CH2:22][NH:23][C:24](=O)OC(C)(C)C)[CH2:18]3)=[O:16])[S:14][C:7]=12. Product: [Cl:5][C:6]1[CH:11]=[CH:10][N:9]=[C:8]2[CH:12]=[C:13]([C:15]([N:17]3[CH2:21][CH2:20][CH:19]([CH2:22][NH:23][CH3:24])[CH2:18]3)=[O:16])[S:14][C:7]=12. The catalyst class is: 1.